Dataset: Experimentally validated miRNA-target interactions with 360,000+ pairs, plus equal number of negative samples. Task: Binary Classification. Given a miRNA mature sequence and a target amino acid sequence, predict their likelihood of interaction. (1) The miRNA is hsa-miR-24-1-5p with sequence UGCCUACUGAGCUGAUAUCAGU. The protein sequence of the target gene is MGPRVLQPPLLLLLLALLLAALPCGAEEASPLRPAQVTLSPPPAVTNGSQPGAPHNSTHTRPPGASGSALTRSFYVILGFCGLTALYFLIRAFRLKKPQRRRYGLLANTEDPTEMASLDSDEETVFESRNLR. Result: 0 (no interaction). (2) The miRNA is cgr-miR-29b-3p with sequence UAGCACCAUUUGAAAUCAGUGUU. The protein sequence of the target gene is MSGKHYKGPEVSCCIKYFIFGFNVIFWFLGITFLGIGLWAWNEKGVLSNISSITDLGGFDPVWLFLVVGGVMFILGFAGCIGALRENTFLLKFFSVFLGIIFFLELTAGVLAFVFKDWIKDQLYFFINNNIRAYRDDIDLQNLIDFTQEYWQCCGAFGADDWNLNIYFNCTDSNASRERCGVPFSCCTKDPAEDVINTQCGYDARQKPEVDQQIVIYTKGCVPQFEKWLQDNLTIVAGIFIGIALLQIFGICLAQNLVSDIEAVRASW. Result: 0 (no interaction). (3) The miRNA is hsa-miR-1301-5p with sequence CGCUCUAGGCACCGCAGCA. The protein sequence of the target gene is MFARGLKRKYGDQEEGVEGFGTVPSYSLQRQSLLDMSLVKLQLCHMLVEPNLCRSVLIANTVRQIQEEMSQDGVWHGMAPQNVDRAPVERLVSTEILCRTVRGAEEEHPAPELEDAPLQNSVSELPIVGSAPGQRNPQSSLWEMDSPQENRGSFQKSLDQIFETLENKNSSSVEELFSDVDSSYYDLDTVLTGMMSGTKSSLCNGLEGFAAATPPPSSTCKSDLAELDHVVEILVET. Result: 0 (no interaction). (4) The miRNA is mmu-miR-449c-5p with sequence AGGCAGUGCAUUGCUAGCUGG. The protein sequence of the target gene is MSAAAKSQVPEEAAPGCEEEPKGKTLLTWGSLFGHRSEKIVFTKGDGSPEESLLTVTITETTVIESDLGVWSSRALIYLTLWFFFSFCTLFLNKYILSLLEGEPSMLGAVQMLSTTLIGCVKIFVPCCLYQHKTRLSYPPNFIMTMLFVGLMRFATVVLGLVSLKNVAVSFAETVKSSAPIFTVIMSRMILGEYTGLLVNLSLIPVMGGLALCTATEISFNILGFSAALSTNIMDCLQNVFSKKLLSGDKYRFSAPELQFYTSAAAVALLIPAWTFFMDIPVIGRSGKSFSYSQDIVLLL.... Result: 1 (interaction).